From a dataset of Reaction yield outcomes from USPTO patents with 853,638 reactions. Predict the reaction yield, written as a fraction of the theoretical maximum amount of product (1.0 means a 100% yield; for example, 0.34 means a 34% yield). (1) The reactants are [Cl:1][C:2]1[N:6]([CH2:7][O:8][CH2:9][CH2:10][O:11][CH3:12])[C:5]2[CH:13]=[CH:14][C:15]([C:17]([OH:19])=O)=[CH:16][C:4]=2[N:3]=1.CN(C(ON1N=NC2C=CC=NC1=2)=[N+](C)C)C.F[P-](F)(F)(F)(F)F.CCN(C(C)C)C(C)C.[NH2:53][C:54]1[CH:59]=[CH:58][CH:57]=[CH:56][CH:55]=1. The catalyst is O.C(#N)C. The product is [C:54]1([NH:53][C:17]([C:15]2[CH:14]=[CH:13][C:5]3[N:6]([CH2:7][O:8][CH2:9][CH2:10][O:11][CH3:12])[C:2]([Cl:1])=[N:3][C:4]=3[CH:16]=2)=[O:19])[CH:59]=[CH:58][CH:57]=[CH:56][CH:55]=1. The yield is 0.890. (2) The reactants are [CH2:1]([O:8][C:9]1[C:10]([Br:22])=[C:11]([CH:16]([OH:21])[C:17]([O:19][CH3:20])=[O:18])[C:12]([CH3:15])=[CH:13][CH:14]=1)[C:2]1[CH:7]=[CH:6][CH:5]=[CH:4][CH:3]=1.S(=O)(=O)(O)O. The catalyst is C(OC(C)(C)C)(=O)C.C(OCC)(=O)C. The product is [CH2:1]([O:8][C:9]1[C:10]([Br:22])=[C:11]([CH:16]([O:21][C:2]([CH3:7])([CH3:3])[CH3:1])[C:17]([O:19][CH3:20])=[O:18])[C:12]([CH3:15])=[CH:13][CH:14]=1)[C:2]1[CH:3]=[CH:4][CH:5]=[CH:6][CH:7]=1. The yield is 0.810. (3) The reactants are [CH:1]([N:14]1[CH2:17][CH:16]([OH:18])[CH2:15]1)([C:8]1[CH:13]=[CH:12][CH:11]=[CH:10][CH:9]=1)[C:2]1[CH:7]=[CH:6][CH:5]=[CH:4][CH:3]=1.[CH3:19][S:20](Cl)(=[O:22])=[O:21]. The catalyst is N1C=CC=CC=1. The product is [CH:1]([N:14]1[CH2:17][CH:16]([O:18][S:20]([CH3:19])(=[O:22])=[O:21])[CH2:15]1)([C:8]1[CH:13]=[CH:12][CH:11]=[CH:10][CH:9]=1)[C:2]1[CH:3]=[CH:4][CH:5]=[CH:6][CH:7]=1. The yield is 0.448. (4) The reactants are [OH:1][CH2:2][CH2:3][CH2:4][CH2:5][CH2:6][CH2:7][NH:8][C:9](=[O:13])[C:10]([CH3:12])=[CH2:11].C(Cl)Cl.[CH:17]([P:19](=[O:26])([O:23][CH2:24][CH3:25])[O:20][CH2:21][CH3:22])=[CH2:18]. The yield is 0.870. The product is [CH2:21]([O:20][P:19]([CH2:17][CH2:18][O:1][CH2:2][CH2:3][CH2:4][CH2:5][CH2:6][CH2:7][NH:8][C:9](=[O:13])[C:10]([CH3:12])=[CH2:11])([O:23][CH2:24][CH3:25])=[O:26])[CH3:22]. No catalyst specified. (5) The reactants are C(OC([N:8]1[C:12]([C:14]2[CH:19]=[CH:18][CH:17]=[C:16]([Br:20])[CH:15]=2)([CH3:13])[CH2:11][O:10][S:9]1(=[O:22])=[O:21])=O)(C)(C)C.C(Cl)Cl. The catalyst is C(O)(C(F)(F)F)=O. The product is [Br:20][C:16]1[CH:15]=[C:14]([C:12]2([CH3:13])[CH2:11][O:10][S:9](=[O:22])(=[O:21])[NH:8]2)[CH:19]=[CH:18][CH:17]=1. The yield is 0.910. (6) The catalyst is CO.O1CCOCC1. The reactants are [C:1]1([C:20]2[CH:25]=[CH:24][CH:23]=[CH:22][CH:21]=2)[CH:6]=[CH:5][C:4]([NH:7][C:8]2[NH:9][C:10](=[O:19])[C:11]([C:14]([O:16]CC)=[O:15])=[CH:12][N:13]=2)=[CH:3][CH:2]=1.[OH-].[Na+]. The yield is 0.600. The product is [C:1]1([C:20]2[CH:25]=[CH:24][CH:23]=[CH:22][CH:21]=2)[CH:2]=[CH:3][C:4]([NH:7][C:8]2[NH:9][C:10](=[O:19])[C:11]([C:14]([OH:16])=[O:15])=[CH:12][N:13]=2)=[CH:5][CH:6]=1. (7) The reactants are Cl[C:2]1[N:7]=[C:6]([N:8]2[C:12]3[CH:13]=[CH:14][CH:15]=[CH:16][C:11]=3[N:10]=[C:9]2[CH:17]([F:19])[F:18])[N:5]=[C:4]([N:20]2[CH2:25][CH2:24][O:23][CH2:22][CH2:21]2)[N:3]=1.[C:26]([N:29]1[CH2:34][CH2:33][NH:32][CH2:31][CH2:30]1)(=[O:28])[CH3:27].C(=O)([O-])[O-].[K+].[K+].CN(C=O)C. The catalyst is O. The product is [C:26]([N:29]1[CH2:34][CH2:33][N:32]([C:2]2[N:3]=[C:4]([N:20]3[CH2:25][CH2:24][O:23][CH2:22][CH2:21]3)[N:5]=[C:6]([N:8]3[C:12]4[CH:13]=[CH:14][CH:15]=[CH:16][C:11]=4[N:10]=[C:9]3[CH:17]([F:18])[F:19])[N:7]=2)[CH2:31][CH2:30]1)(=[O:28])[CH3:27]. The yield is 0.900.